From a dataset of Forward reaction prediction with 1.9M reactions from USPTO patents (1976-2016). Predict the product of the given reaction. Given the reactants [CH3:1][O:2][N:3]1[C:12]2[C:7](=[CH:8][CH:9]=[CH:10][CH:11]=2)[CH2:6][C@@H:5]([NH2:13])[C:4]1=[O:14].[C:15](O[C:15](=[O:18])[CH2:16][CH3:17])(=[O:18])[CH2:16][CH3:17].C([O-])(O)=O.[Na+].C([O-])([O-])=O.[Na+].[Na+], predict the reaction product. The product is: [CH3:1][O:2][N:3]1[C:12]2[C:7](=[CH:8][CH:9]=[CH:10][CH:11]=2)[CH2:6][C@@H:5]([NH:13][C:15](=[O:18])[CH2:16][CH3:17])[C:4]1=[O:14].